This data is from Reaction yield outcomes from USPTO patents with 853,638 reactions. The task is: Predict the reaction yield, written as a fraction of the theoretical maximum amount of product (1.0 means a 100% yield; for example, 0.34 means a 34% yield). (1) The reactants are [Cl:1][C:2]1[CH:7]=[C:6]([CH3:8])[N:5]=[C:4]([NH2:9])[CH:3]=1.[C:10](OC(=O)C)(=[O:12])[CH3:11]. The catalyst is CN(C1C=CN=CC=1)C. The product is [Cl:1][C:2]1[CH:7]=[C:6]([CH3:8])[N:5]=[C:4]([NH:9][C:10](=[O:12])[CH3:11])[CH:3]=1. The yield is 0.780. (2) The reactants are Cl[C:2]1[N:7]=[C:6]([N:8]2[CH2:13][CH2:12][O:11][CH2:10][CH2:9]2)[N:5]=[C:4]([N:14]2[CH2:19][CH2:18][O:17][CH2:16][CH2:15]2)[CH:3]=1.C([O-])([O-])=O.[K+].[K+].O.C([NH:30][C:31]1[N:36]=[CH:35][C:34](B(O)O)=[C:33]([C:40]([F:43])([F:42])[F:41])[CH:32]=1)(=O)C. The catalyst is COCCOC.[Pd].C1(P(C2C=CC=CC=2)C2C=CC=CC=2)C=CC=CC=1.C1(P(C2C=CC=CC=2)C2C=CC=CC=2)C=CC=CC=1.C1(P(C2C=CC=CC=2)C2C=CC=CC=2)C=CC=CC=1.C1(P(C2C=CC=CC=2)C2C=CC=CC=2)C=CC=CC=1. The product is [N:8]1([C:6]2[N:7]=[C:2]([C:34]3[C:33]([C:40]([F:43])([F:42])[F:41])=[CH:32][C:31]([NH2:30])=[N:36][CH:35]=3)[CH:3]=[C:4]([N:14]3[CH2:19][CH2:18][O:17][CH2:16][CH2:15]3)[N:5]=2)[CH2:13][CH2:12][O:11][CH2:10][CH2:9]1. The yield is 0.849. (3) The reactants are [Br:1][C:2]1[CH:3]=[C:4]([C:8]2[CH:20]=[CH:19][C:11]3[NH:12][C:13](=O)[O:14][C:15]([CH3:17])([CH3:16])[C:10]=3[CH:9]=2)[CH:5]=[CH:6][CH:7]=1.COC1C=CC(P2(SP(C3C=CC(OC)=CC=3)(=S)S2)=[S:30])=CC=1. The catalyst is C1(C)C=CC=CC=1. The product is [Br:1][C:2]1[CH:3]=[C:4]([C:8]2[CH:20]=[CH:19][C:11]3[NH:12][C:13](=[S:30])[O:14][C:15]([CH3:17])([CH3:16])[C:10]=3[CH:9]=2)[CH:5]=[CH:6][CH:7]=1. The yield is 0.610. (4) The reactants are COC1C=CC(C[N:8]2[C:12]3=[N:13][CH:14]=[CH:15][C:16]([O:17][C:18]4[CH:23]=[CH:22][C:21]([NH:24][C:25]([C:27]5[C:32](=[O:33])[N:31]([C:34]6[CH:39]=[CH:38][C:37]([F:40])=[CH:36][CH:35]=6)[N:30]=[CH:29][CH:28]=5)=[O:26])=[CH:20][C:19]=4[F:41])=[C:11]3[C:10]([C:42]3[CH2:47][CH2:46][N:45](C(OC(C)(C)C)=O)[CH2:44][CH:43]=3)=[N:9]2)=CC=1.C(O)(C(F)(F)F)=O. No catalyst specified. The product is [F:41][C:19]1[CH:20]=[C:21]([NH:24][C:25]([C:27]2[C:32](=[O:33])[N:31]([C:34]3[CH:35]=[CH:36][C:37]([F:40])=[CH:38][CH:39]=3)[N:30]=[CH:29][CH:28]=2)=[O:26])[CH:22]=[CH:23][C:18]=1[O:17][C:16]1[CH:15]=[CH:14][N:13]=[C:12]2[NH:8][N:9]=[C:10]([C:42]3[CH2:47][CH2:46][NH:45][CH2:44][CH:43]=3)[C:11]=12. The yield is 0.801. (5) The reactants are Cl[C:2]1[CH:7]=[CH:6][C:5]([O:8][CH2:9][CH:10]2[CH2:15][CH2:14][N:13]([CH2:16][C:17]([CH2:21][CH3:22])([F:20])[CH2:18][CH3:19])[CH2:12][CH2:11]2)=[CH:4][N:3]=1.[CH2:23]([O:25][C:26]([C:28]1[CH:33]=[CH:32][C:31](B(O)O)=[CH:30][C:29]=1[F:37])=[O:27])[CH3:24].C([O-])([O-])=O.[Na+].[Na+]. The catalyst is COCCOC.O.C1C=CC(P(C2C=CC=CC=2)[C-]2C=CC=C2)=CC=1.C1C=CC(P(C2C=CC=CC=2)[C-]2C=CC=C2)=CC=1.Cl[Pd]Cl.[Fe+2]. The product is [CH2:18]([C:17]([F:20])([CH2:21][CH3:22])[CH2:16][N:13]1[CH2:14][CH2:15][CH:10]([CH2:9][O:8][C:5]2[CH:6]=[CH:7][C:2]([C:31]3[CH:32]=[CH:33][C:28]([C:26]([O:25][CH2:23][CH3:24])=[O:27])=[C:29]([F:37])[CH:30]=3)=[N:3][CH:4]=2)[CH2:11][CH2:12]1)[CH3:19]. The yield is 0.370. (6) The reactants are C([O:5][C:6](=[O:18])[CH2:7][NH:8][C:9]([C:11]1[C:16]([OH:17])=[CH:15][CH:14]=[CH:13][N:12]=1)=[O:10])(C)(C)C.C(O)(C(F)(F)F)=O. The catalyst is C(Cl)Cl. The product is [OH:17][C:16]1[C:11]([C:9]([NH:8][CH2:7][C:6]([OH:18])=[O:5])=[O:10])=[N:12][CH:13]=[CH:14][CH:15]=1. The yield is 0.990. (7) The reactants are [C:1]([O:5][C:6](=[O:29])[NH:7][C:8]1[CH:13]=[CH:12][CH:11]=[C:10]([CH2:14][CH:15]2[CH2:19][CH:18]([NH:20][C:21]([O:23][C:24]([CH3:27])([CH3:26])[CH3:25])=[O:22])[CH2:17][CH:16]2[OH:28])[N:9]=1)([CH3:4])([CH3:3])[CH3:2].C[N+]1([O-])CCOCC1. The catalyst is ClCCl.C(#N)C.[Ru]([O-])(=O)(=O)=O.C([N+](CCC)(CCC)CCC)CC. The product is [C:1]([O:5][C:6](=[O:29])[NH:7][C:8]1[CH:13]=[CH:12][CH:11]=[C:10]([CH2:14][CH:15]2[CH2:19][CH:18]([NH:20][C:21]([O:23][C:24]([CH3:27])([CH3:26])[CH3:25])=[O:22])[CH2:17][C:16]2=[O:28])[N:9]=1)([CH3:2])([CH3:4])[CH3:3]. The yield is 0.670. (8) The reactants are [NH2:1][N:2]1[C:11]2[C:6](=[CH:7][CH:8]=[CH:9][CH:10]=2)[C:5]([OH:12])=[CH:4][C:3]1=[O:13].[C:14]1(=O)[CH2:17][CH2:16][CH2:15]1.C(O)(=O)C.C([BH3-])#N.[Na+]. The catalyst is CO. The product is [CH:14]1([NH:1][N:2]2[C:11]3[C:6](=[CH:7][CH:8]=[CH:9][CH:10]=3)[C:5]([OH:12])=[CH:4][C:3]2=[O:13])[CH2:17][CH2:16][CH2:15]1. The yield is 0.600. (9) The reactants are C([O:4][CH:5]1[C:14]2[C:9](=[CH:10][CH:11]=[CH:12][CH:13]=2)[N:8]([C:15](=[O:17])[CH3:16])[CH:7]([CH:18]2[CH2:20][CH2:19]2)[CH:6]1[CH3:21])(=O)C.[OH-].[K+]. The catalyst is C(O)C.C(Cl)Cl. The product is [CH:18]1([C@H:7]2[C@H:6]([CH3:21])[C@@H:5]([OH:4])[C:14]3[C:9](=[CH:10][CH:11]=[CH:12][CH:13]=3)[N:8]2[C:15](=[O:17])[CH3:16])[CH2:19][CH2:20]1. The yield is 0.480.